This data is from Reaction yield outcomes from USPTO patents with 853,638 reactions. The task is: Predict the reaction yield, written as a fraction of the theoretical maximum amount of product (1.0 means a 100% yield; for example, 0.34 means a 34% yield). The reactants are [C:1]([NH:4][C:5]1[CH:13]=[CH:12][CH:11]=[C:10]2[C:6]=1[C:7](=[O:33])[N:8]([CH:15]([C:20]1[CH:25]=[CH:24][C:23]([O:26][CH:27]([F:29])[F:28])=[C:22]([O:30][CH2:31][CH3:32])[CH:21]=1)[CH2:16][C:17](O)=[O:18])[C:9]2=[O:14])(=[O:3])[CH3:2].C1N=CN(C(N2C=NC=C2)=O)C=1.Cl.[NH2:47][OH:48]. The catalyst is C1COCC1. The product is [C:1]([NH:4][C:5]1[CH:13]=[CH:12][CH:11]=[C:10]2[C:6]=1[C:7](=[O:33])[N:8]([CH:15]([C:20]1[CH:25]=[CH:24][C:23]([O:26][CH:27]([F:28])[F:29])=[C:22]([O:30][CH2:31][CH3:32])[CH:21]=1)[CH2:16][C:17]([NH:47][OH:48])=[O:18])[C:9]2=[O:14])(=[O:3])[CH3:2]. The yield is 0.500.